The task is: Predict the reactants needed to synthesize the given product.. This data is from Full USPTO retrosynthesis dataset with 1.9M reactions from patents (1976-2016). (1) Given the product [CH3:9][O:8][C:7]1([O:10][CH3:11])[CH2:6][CH2:5][N:4]([C:17]([C:13]2[S:12][CH:16]=[CH:15][CH:14]=2)=[O:18])[CH2:3][CH:2]1[F:1], predict the reactants needed to synthesize it. The reactants are: [F:1][CH:2]1[C:7]([O:10][CH3:11])([O:8][CH3:9])[CH2:6][CH2:5][NH:4][CH2:3]1.[S:12]1[CH:16]=[CH:15][CH:14]=[C:13]1[C:17](Cl)=[O:18].C(N(CC)CC)C.C(OCC)(=O)C. (2) Given the product [CH2:17]([O:24][C:25]1[CH:34]=[C:33]2[C:28]([C:29]([O:16][C:4]3[C:5]([C:9]4[CH:14]=[CH:13][C:12]([CH3:15])=[CH:11][N:10]=4)=[N:6][C:7]([CH3:8])=[C:2]([CH3:1])[CH:3]=3)=[CH:30][CH:31]=[N:32]2)=[CH:27][C:26]=1[O:36][CH3:37])[C:18]1[CH:19]=[CH:20][CH:21]=[CH:22][CH:23]=1, predict the reactants needed to synthesize it. The reactants are: [CH3:1][C:2]1[CH:3]=[C:4]([OH:16])[C:5]([C:9]2[CH:14]=[CH:13][C:12]([CH3:15])=[CH:11][N:10]=2)=[N:6][C:7]=1[CH3:8].[CH2:17]([O:24][C:25]1[CH:34]=[C:33]2[C:28]([C:29](Cl)=[CH:30][CH:31]=[N:32]2)=[CH:27][C:26]=1[O:36][CH3:37])[C:18]1[CH:23]=[CH:22][CH:21]=[CH:20][CH:19]=1.C(=O)([O-])[O-].[Cs+].[Cs+].O.